From a dataset of Reaction yield outcomes from USPTO patents with 853,638 reactions. Predict the reaction yield, written as a fraction of the theoretical maximum amount of product (1.0 means a 100% yield; for example, 0.34 means a 34% yield). The yield is 0.950. The product is [CH2:3]([O:10][C:11]1[CH:12]=[CH:13][C:14]([C:15]([OH:17])=[O:16])=[CH:19][CH:20]=1)[C:4]1[CH:5]=[CH:6][CH:7]=[CH:8][CH:9]=1. The reactants are [OH-].[Na+].[CH2:3]([O:10][C:11]1[CH:20]=[CH:19][C:14]([C:15]([O:17]C)=[O:16])=[CH:13][CH:12]=1)[C:4]1[CH:9]=[CH:8][CH:7]=[CH:6][CH:5]=1. The catalyst is CO.O.